Predict the product of the given reaction. From a dataset of Forward reaction prediction with 1.9M reactions from USPTO patents (1976-2016). (1) Given the reactants [OH:1][CH:2]([P:9](=[O:14])([O:12]C)[O:10]C)[C:3]1[CH:8]=[CH:7][CH:6]=[CH:5][CH:4]=1.C[Si](Br)(C)C, predict the reaction product. The product is: [OH:1][CH:2]([P:9](=[O:10])([OH:14])[OH:12])[C:3]1[CH:8]=[CH:7][CH:6]=[CH:5][CH:4]=1. (2) Given the reactants Cl.[C:2]1([C:8]2([C:26]3[CH:31]=[CH:30][CH:29]=[CH:28][CH:27]=3)[CH:12]3[CH2:13][N:14]([C:17]([CH:19]4[CH2:24][CH2:23][NH:22][CH2:21][CH2:20]4)=[O:18])[CH2:15][CH2:16][N:11]3[C:10](=[O:25])[O:9]2)[CH:7]=[CH:6][CH:5]=[CH:4][CH:3]=1.C(=O)([O-])[O-].[K+].[K+].Br[CH2:39][C:40]([O:42][CH2:43][CH3:44])=[O:41], predict the reaction product. The product is: [CH2:43]([O:42][C:40](=[O:41])[CH2:39][N:22]1[CH2:23][CH2:24][CH:19]([C:17]([N:14]2[CH2:15][CH2:16][N:11]3[C:10](=[O:25])[O:9][C:8]([C:2]4[CH:3]=[CH:4][CH:5]=[CH:6][CH:7]=4)([C:26]4[CH:27]=[CH:28][CH:29]=[CH:30][CH:31]=4)[CH:12]3[CH2:13]2)=[O:18])[CH2:20][CH2:21]1)[CH3:44]. (3) Given the reactants [Cl:1][C:2]1[CH:11]=[CH:10][CH:9]=[C:8]2[C:3]=1[C:4](=[O:27])[N:5]([C@@H:23]1[CH2:25][C@@H:24]1[F:26])[C:6]([C@@H:12]([NH:15]C(=O)OC(C)(C)C)[CH2:13][CH3:14])=[N:7]2.Cl, predict the reaction product. The product is: [NH2:15][C@H:12]([C:6]1[N:5]([C@@H:23]2[CH2:25][C@@H:24]2[F:26])[C:4](=[O:27])[C:3]2[C:8](=[CH:9][CH:10]=[CH:11][C:2]=2[Cl:1])[N:7]=1)[CH2:13][CH3:14]. (4) Given the reactants [NH2:1][C:2]1[CH:3]=[C:4]([CH:13]=[C:14](Br)[CH:15]=1)[C:5]([NH:7][CH2:8][CH2:9][N:10]([CH3:12])[CH3:11])=[O:6].[C:17]([Si:19]([CH:26]([CH3:28])[CH3:27])([CH:23]([CH3:25])[CH3:24])[CH:20]([CH3:22])[CH3:21])#[CH:18], predict the reaction product. The product is: [NH2:1][C:2]1[CH:3]=[C:4]([CH:13]=[C:14]([C:18]#[C:17][Si:19]([CH:20]([CH3:22])[CH3:21])([CH:26]([CH3:28])[CH3:27])[CH:23]([CH3:25])[CH3:24])[CH:15]=1)[C:5]([NH:7][CH2:8][CH2:9][N:10]([CH3:12])[CH3:11])=[O:6]. (5) Given the reactants [N:1]1[CH:6]=[CH:5][C:4]([NH2:7])=[N:3][CH:2]=1.[N+:8]([C:11]1[CH:16]=[CH:15][C:14]([S:17](Cl)(=[O:19])=[O:18])=[CH:13][CH:12]=1)([O-:10])=[O:9], predict the reaction product. The product is: [N+:8]([C:11]1[CH:12]=[CH:13][C:14]([S:17]([NH:7][C:4]2[CH:5]=[CH:6][N:1]=[CH:2][N:3]=2)(=[O:19])=[O:18])=[CH:15][CH:16]=1)([O-:10])=[O:9].